Task: Predict which catalyst facilitates the given reaction.. Dataset: Catalyst prediction with 721,799 reactions and 888 catalyst types from USPTO (1) Reactant: C([C:3]1[CH:4]=[C:5]([CH2:9][CH2:10][C:11]([NH2:13])=O)C=CC=1)C.[OH-].[Na+].C(OI(C1C=CC=CC=1)OC(=O)C)(=O)C.Cl.[CH2:32]1[CH2:36]O[CH2:34][CH2:33]1. Product: [CH2:33]([C:32]1[CH:36]=[C:9]([CH2:10][CH2:11][NH2:13])[CH:5]=[CH:4][CH:3]=1)[CH3:34]. The catalyst class is: 161. (2) Reactant: C(OC([N:8]1[CH2:13][CH2:12][N:11]([C:14]2[CH:15]=[CH:16][C:17]3[O:26][CH2:25][CH2:24][C:23]4[CH:22]=[C:21]([C:27]5[N:28]([C:32]6[CH:37]=[CH:36][C:35]([F:38])=[CH:34][C:33]=6[F:39])[N:29]=[CH:30][N:31]=5)[S:20][C:19]=4[C:18]=3[N:40]=2)[CH2:10][CH2:9]1)=O)(C)(C)C.C(OC(C)=O)C.[ClH:47]. Product: [F:39][C:33]1[CH:34]=[C:35]([F:38])[CH:36]=[CH:37][C:32]=1[N:28]1[C:27]([C:21]2[S:20][C:19]3[C:18]4[N:40]=[C:14]([N:11]5[CH2:10][CH2:9][NH:8][CH2:13][CH2:12]5)[CH:15]=[CH:16][C:17]=4[O:26][CH2:25][CH2:24][C:23]=3[CH:22]=2)=[N:31][CH:30]=[N:29]1.[ClH:47]. The catalyst class is: 25. (3) Reactant: C([O:8][C:9](=[O:37])[C@@H:10]([O:34][CH2:35][CH3:36])[CH2:11][C:12]1[CH:17]=[CH:16][C:15]([O:18][C:19](=[O:33])[CH2:20][C:21]2[N:22]=[C:23]([C:27]3[CH:32]=[CH:31][CH:30]=[CH:29][CH:28]=3)[O:24][C:25]=2[CH3:26])=[CH:14][CH:13]=1)C1C=CC=CC=1.[H][H]. Product: [CH2:35]([O:34][C@@H:10]([CH2:11][C:12]1[CH:13]=[CH:14][C:15]([O:18][C:19](=[O:33])[CH2:20][C:21]2[N:22]=[C:23]([C:27]3[CH:32]=[CH:31][CH:30]=[CH:29][CH:28]=3)[O:24][C:25]=2[CH3:26])=[CH:16][CH:17]=1)[C:9]([OH:37])=[O:8])[CH3:36]. The catalyst class is: 99. (4) The catalyst class is: 113. Reactant: S(=O)(=O)(O)O.[F:6][C:7]1[CH:15]=[C:14]([OH:16])[CH:13]=[CH:12][C:8]=1[C:9]([OH:11])=[O:10].O[C:18]1[CH:30]=[CH:29][C:28]2[C:27]3[C:22](=[CH:23][C:24]([OH:31])=[CH:25][CH:26]=3)[C:21]([CH3:33])([CH3:32])[C:20]=2[CH:19]=1.B(O)(O)O. Product: [OH:16][C:14]1[CH:13]=[CH:12][C:8]([C:9]([O:31][C:24]2[CH:25]=[CH:26][C:27]3[C:28]4[C:20](=[CH:19][C:18]([O:10][C:9](=[O:11])[C:8]5[CH:12]=[CH:13][C:14]([OH:16])=[CH:15][C:7]=5[F:6])=[CH:30][CH:29]=4)[C:21]([CH3:32])([CH3:33])[C:22]=3[CH:23]=2)=[O:10])=[C:7]([F:6])[CH:15]=1. (5) Reactant: [CH:1]1[C:10]2[C:5](=[CH:6][CH:7]=[CH:8][CH:9]=2)[CH:4]=[CH:3][C:2]=1[NH:11][C:12]1[CH:20]=[CH:19][CH:18]=[C:14]([C:15]([OH:17])=O)[C:13]=1[C:21]([OH:23])=O.Cl.[NH2:25][CH:26]1[CH2:32][CH2:31][C:30](=[O:33])[NH:29][C:27]1=[O:28]. Product: [O:28]=[C:27]1[CH:26]([N:25]2[C:21](=[O:23])[C:13]3[C:14](=[CH:18][CH:19]=[CH:20][C:12]=3[NH:11][C:2]3[CH:3]=[CH:4][C:5]4[C:10](=[CH:9][CH:8]=[CH:7][CH:6]=4)[CH:1]=3)[C:15]2=[O:17])[CH2:32][CH2:31][C:30](=[O:33])[NH:29]1. The catalyst class is: 17.